This data is from Full USPTO retrosynthesis dataset with 1.9M reactions from patents (1976-2016). The task is: Predict the reactants needed to synthesize the given product. (1) Given the product [C:12]1([S:18]([N:21]2[C:29]3[C:24](=[CH:25][C:26]([O:30][CH3:31])=[CH:27][CH:28]=3)[CH:23]=[C:22]2[C:3]2([OH:10])[CH:4]=[CH:5][C:6](=[O:9])[CH:7]=[CH:8]2)(=[O:19])=[O:20])[CH:13]=[CH:14][CH:15]=[CH:16][CH:17]=1, predict the reactants needed to synthesize it. The reactants are: CO[C:3]1([O:10]C)[CH:8]=[CH:7][C:6](=[O:9])[CH:5]=[CH:4]1.[C:12]1([S:18]([N:21]2[C:29]3[C:24](=[CH:25][C:26]([O:30][CH3:31])=[CH:27][CH:28]=3)[CH:23]=[CH:22]2)(=[O:20])=[O:19])[CH:17]=[CH:16][CH:15]=[CH:14][CH:13]=1. (2) Given the product [Br:1][CH2:2][CH2:3][C:4]1[CH:13]=[CH:12][C:11]2[C:6](=[CH:7][CH:8]=[CH:9][CH:10]=2)[C:5]=1[S:14]([OH:17])(=[O:16])=[O:15], predict the reactants needed to synthesize it. The reactants are: [Br:1][CH2:2][CH2:3][C:4]1[CH:13]=[CH:12][C:11]2[C:6](=[CH:7][CH:8]=[CH:9][CH:10]=2)[CH:5]=1.[S:14](=O)(=[O:17])([OH:16])[OH:15]. (3) The reactants are: C[O:2][C:3]([C:5]1[C:6]([C:13]2[C:18]([Cl:19])=[CH:17][CH:16]=[CH:15][C:14]=2[Cl:20])=[N:7][O:8][C:9]=1[CH:10]1[CH2:12][CH2:11]1)=O.CC(C[AlH]CC(C)C)C. Given the product [CH:10]1([C:9]2[O:8][N:7]=[C:6]([C:13]3[C:14]([Cl:20])=[CH:15][CH:16]=[CH:17][C:18]=3[Cl:19])[C:5]=2[CH2:3][OH:2])[CH2:12][CH2:11]1, predict the reactants needed to synthesize it. (4) The reactants are: I([O-])(=O)(=O)=O.[Na+].Cl.[CH:8]1([C:11]2[C:12]([N:31]([C:36]3[CH:41]=[CH:40][CH:39]=[C:38]([CH2:42][CH2:43][B:44]4[O:48]C(C)(C)C(C)(C)[O:45]4)[CH:37]=3)[S:32]([CH3:35])(=[O:34])=[O:33])=[CH:13][C:14]3[O:18][C:17]([C:19]4[CH:24]=[CH:23][C:22]([F:25])=[CH:21][CH:20]=4)=[C:16]([C:26]([NH:28][CH3:29])=[O:27])[C:15]=3[CH:30]=2)[CH2:10][CH2:9]1. Given the product [CH:8]1([C:11]2[C:12]([N:31]([C:36]3[CH:37]=[C:38]([CH:39]=[CH:40][CH:41]=3)[CH2:42][CH2:43][B:44]([OH:48])[OH:45])[S:32]([CH3:35])(=[O:33])=[O:34])=[CH:13][C:14]3[O:18][C:17]([C:19]4[CH:20]=[CH:21][C:22]([F:25])=[CH:23][CH:24]=4)=[C:16]([C:26](=[O:27])[NH:28][CH3:29])[C:15]=3[CH:30]=2)[CH2:10][CH2:9]1, predict the reactants needed to synthesize it. (5) Given the product [NH2:8][C:3]1[C:2]([C:13]2[CH:14]=[CH:15][C:10]([OH:9])=[CH:11][CH:12]=2)=[CH:7][CH:6]=[CH:5][N:4]=1, predict the reactants needed to synthesize it. The reactants are: Br[C:2]1[C:3]([NH2:8])=[N:4][CH:5]=[CH:6][CH:7]=1.[OH:9][C:10]1[CH:15]=[CH:14][C:13](B(O)O)=[CH:12][CH:11]=1.C(=O)([O-])[O-].[Na+].[Na+].CCOC(C)=O. (6) Given the product [ClH:48].[ClH:48].[CH3:1][N:2]1[C:10]2[CH:9]=[C:8]([N:11]3[CH:16]=[CH:15][C:14]([C:17]4[CH:22]=[CH:21][C:20]([CH3:23])=[CH:19][N:18]=4)=[CH:13][C:12]3=[O:24])[CH:7]=[CH:6][C:5]=2[C:4]2[CH2:25][NH:26][CH2:27][CH2:28][C:3]1=2, predict the reactants needed to synthesize it. The reactants are: [CH3:1][N:2]1[C:10]2[CH:9]=[C:8]([N:11]3[CH:16]=[CH:15][C:14]([C:17]4[CH:22]=[CH:21][C:20]([CH3:23])=[CH:19][N:18]=4)=[CH:13][C:12]3=[O:24])[CH:7]=[CH:6][C:5]=2[C:4]2[CH2:25][N:26](C(OC(C)(C)C)=O)[CH2:27][CH2:28][C:3]1=2.C1(N)C(F)=C(F)C(F)=C(N)C=1F.[ClH:48].Cl. (7) Given the product [NH:23]([C:4](=[O:3])[CH2:5][C:6]1[S:7][C:8]2[CH:14]=[C:13]([C:15]([O:17][C:18]([CH3:21])([CH3:20])[CH3:19])=[O:16])[CH:12]=[CH:11][C:9]=2[N:10]=1)[NH2:24], predict the reactants needed to synthesize it. The reactants are: C([O:3][C:4](=O)[CH2:5][C:6]1[S:7][C:8]2[CH:14]=[C:13]([C:15]([O:17][C:18]([CH3:21])([CH3:20])[CH3:19])=[O:16])[CH:12]=[CH:11][C:9]=2[N:10]=1)C.[NH2:23][NH2:24].